From a dataset of Peptide-MHC class II binding affinity with 134,281 pairs from IEDB. Regression. Given a peptide amino acid sequence and an MHC pseudo amino acid sequence, predict their binding affinity value. This is MHC class II binding data. (1) The MHC is DRB5_0101 with pseudo-sequence DRB5_0101. The peptide sequence is GELQIVDKIDAWFKI. The binding affinity (normalized) is 0.858. (2) The peptide sequence is YFKGNFERLAITKGK. The MHC is HLA-DQA10102-DQB10602 with pseudo-sequence HLA-DQA10102-DQB10602. The binding affinity (normalized) is 0.507. (3) The binding affinity (normalized) is 0.234. The MHC is HLA-DPA10103-DPB10402 with pseudo-sequence HLA-DPA10103-DPB10402. The peptide sequence is QLVPKLDEVYNAAYN. (4) The peptide sequence is GRLIQNSITIERMVL. The MHC is DRB1_0401 with pseudo-sequence DRB1_0401. The binding affinity (normalized) is 0.349. (5) The peptide sequence is CISMIGLCACVVDVW. The MHC is DRB1_0401 with pseudo-sequence DRB1_0401. The binding affinity (normalized) is 0.176. (6) The peptide sequence is AQAAVVRFQEAANKQ. The MHC is DRB3_0202 with pseudo-sequence DRB3_0202. The binding affinity (normalized) is 0.104. (7) The binding affinity (normalized) is 0.355. The MHC is DRB1_0405 with pseudo-sequence DRB1_0405. The peptide sequence is LISRVLDGLVMTTIS. (8) The binding affinity (normalized) is 0.663. The peptide sequence is YCIGKLKRSLGLMGC. The MHC is DRB1_0101 with pseudo-sequence DRB1_0101. (9) The peptide sequence is GANYFLQISRVNDLN. The MHC is DRB1_0101 with pseudo-sequence DRB1_0101. The binding affinity (normalized) is 0.720. (10) The MHC is DRB1_1501 with pseudo-sequence DRB1_1501. The peptide sequence is IKYNGEEYLILSARD. The binding affinity (normalized) is 0.473.